This data is from Forward reaction prediction with 1.9M reactions from USPTO patents (1976-2016). The task is: Predict the product of the given reaction. Given the reactants ClC(Cl)(Cl)C#N.C1CCN2C(=NCCC2)CC1.[CH3:18][O:19][CH2:20][C@H:21]1[O:47][C@@H:25](OC2C=C(COC(=O)C)C=CC=2CC2C=CC(CC)=CC=2)[C@H:24]([O:48][C:49](=[O:56])[C:50]2[CH:55]=[CH:54][CH:53]=[CH:52][CH:51]=2)[C@@H:23]([O:57][C:58](=[O:65])[C:59]2[CH:64]=[CH:63][CH:62]=[CH:61][CH:60]=2)[C@@H:22]1[O:66][C:67](=[O:74])[C:68]1[CH:73]=[CH:72][CH:71]=[CH:70][CH:69]=1.[C:75]([O:78][CH2:79][C:80]1[CH:81]=[CH:82][C:83]([CH2:87][C:88]2[CH:93]=[CH:92][C:91]([CH2:94][CH3:95])=[CH:90][CH:89]=2)=[C:84]([OH:86])[CH:85]=1)(=[O:77])[CH3:76], predict the reaction product. The product is: [CH3:18][O:19][C@@H:20]1[C@@H:21]([CH2:22][O:66][C:67](=[O:74])[C:68]2[CH:73]=[CH:72][CH:71]=[CH:70][CH:69]=2)[O:47][C@@H:25]([O:86][C:84]2[CH:85]=[C:80]([CH2:79][O:78][C:75](=[O:77])[CH3:76])[CH:81]=[CH:82][C:83]=2[CH2:87][C:88]2[CH:89]=[CH:90][C:91]([CH2:94][CH3:95])=[CH:92][CH:93]=2)[C@H:24]([O:48][C:49](=[O:56])[C:50]2[CH:51]=[CH:52][CH:53]=[CH:54][CH:55]=2)[C@H:23]1[O:57][C:58](=[O:65])[C:59]1[CH:64]=[CH:63][CH:62]=[CH:61][CH:60]=1.